Dataset: Catalyst prediction with 721,799 reactions and 888 catalyst types from USPTO. Task: Predict which catalyst facilitates the given reaction. (1) Product: [C:12]12([CH2:22][NH:23][C:24]([C:26]3[C:27]4[CH:28]=[CH:29][C:30]([CH2:37][OH:6])=[N:31][C:32]=4[CH:33]=[CH:34][C:35]=3[Cl:36])=[O:25])[CH2:13][CH:14]3[CH2:15][CH:16]([CH2:17][CH:18]([CH2:20]3)[CH2:19]1)[CH2:21]2. The catalyst class is: 4. Reactant: ClC1C=C(C=CC=1)C(OO)=[O:6].[C:12]12([CH2:22][NH:23][C:24]([C:26]3[C:27]4[CH:28]=[CH:29][C:30]([CH3:37])=[N:31][C:32]=4[CH:33]=[CH:34][C:35]=3[Cl:36])=[O:25])[CH2:21][CH:16]3[CH2:17][CH:18]([CH2:20][CH:14]([CH2:15]3)[CH2:13]1)[CH2:19]2. (2) Reactant: [NH:1]1[CH2:4][CH:3]([NH:5][C:6](=[O:12])[O:7][C:8]([CH3:11])([CH3:10])[CH3:9])[CH2:2]1.CCN(CC)CC.[CH3:20][C:21](OC(C)=O)=[O:22]. Product: [C:21]([N:1]1[CH2:4][CH:3]([NH:5][C:6](=[O:12])[O:7][C:8]([CH3:9])([CH3:11])[CH3:10])[CH2:2]1)(=[O:22])[CH3:20]. The catalyst class is: 2. (3) Reactant: [CH2:1]([N:4]([CH2:21][CH2:22][CH3:23])[C:5]([C:7]1[CH:8]=[C:9]([CH:13]=[C:14]([C:16]2[CH:20]=[CH:19][S:18][CH:17]=2)[CH:15]=1)[C:10]([OH:12])=O)=[O:6])[CH2:2][CH3:3].FC(F)(F)C(O)=O.[NH2:31][C@@H:32]([CH2:46][C:47]1[CH:52]=[C:51](F)[CH:50]=[C:49](F)[CH:48]=1)[C@H:33]([OH:45])[CH2:34][NH:35][CH2:36][C:37]1[CH:42]=[CH:41][CH:40]=[C:39]([O:43][CH3:44])[CH:38]=1.C1C=CC2N(O)N=NC=2C=1.C(N(CC)CC)C.C(Cl)C[Cl:74]. Product: [ClH:74].[CH2:46]([C@H:32]([NH:31][C:10](=[O:12])[C:9]1[CH:13]=[C:14]([C:16]2[CH:20]=[CH:19][S:18][CH:17]=2)[CH:15]=[C:7]([C:5]([N:4]([CH2:21][CH2:22][CH3:23])[CH2:1][CH2:2][CH3:3])=[O:6])[CH:8]=1)[C@H:33]([OH:45])[CH2:34][NH:35][CH2:36][C:37]1[CH:42]=[CH:41][CH:40]=[C:39]([O:43][CH3:44])[CH:38]=1)[C:47]1[CH:52]=[CH:51][CH:50]=[CH:49][CH:48]=1. The catalyst class is: 18. (4) Reactant: [CH:1]1([CH2:7][C:8](Cl)=[O:9])[CH2:6][CH2:5][CH2:4][CH2:3][CH2:2]1.[Cl:11][C:12]1[CH:21]=[CH:20][C:19]2[C:18]([NH2:22])=[C:17]([CH3:23])[CH:16]=[CH:15][C:14]=2[N:13]=1.C(N(CC)CC)C.C(=O)(O)[O-].[Na+]. Product: [Cl:11][C:12]1[CH:21]=[CH:20][C:19]2[C:14](=[CH:15][CH:16]=[C:17]([CH3:23])[C:18]=2[NH:22][C:8](=[O:9])[CH2:7][CH:1]2[CH2:6][CH2:5][CH2:4][CH2:3][CH2:2]2)[N:13]=1. The catalyst class is: 4. (5) Reactant: Cl.[Br:2][C:3]1[CH:8]=[CH:7][C:6]([NH:9]N)=[CH:5][CH:4]=1.[F:11][C:12]1[CH:17]=[CH:16][CH:15]=[C:14]([F:18])[C:13]=1[C:19](=O)[CH2:20][CH3:21]. Product: [Br:2][C:3]1[CH:8]=[C:7]2[C:6](=[CH:5][CH:4]=1)[NH:9][C:19]([C:13]1[C:14]([F:18])=[CH:15][CH:16]=[CH:17][C:12]=1[F:11])=[C:20]2[CH3:21]. The catalyst class is: 15. (6) Reactant: [CH3:1][O:2][C:3]1[CH:8]=[C:7]([CH3:9])[C:6]([S:10]([N:13]2[C:21]3[C:16](=[CH:17][CH:18]=[CH:19][CH:20]=3)[CH2:15][C@H:14]2[CH2:22][O:23][CH2:24][C:25]([OH:27])=O)(=[O:12])=[O:11])=[C:5]([CH3:28])[CH:4]=1.C(N(C(C)C)CC)(C)C.C1C=CC2N(O)N=NC=2C=1.CCN=C=NCCCN(C)C.Cl.Cl.[CH:61]1([N:64]2[CH2:69][CH2:68][N:67]([C:70]3([CH2:76][NH:77][C:78](=[O:85])[C:79]4[CH:84]=[CH:83][N:82]=[CH:81][CH:80]=4)[CH2:75][CH2:74][NH:73][CH2:72][CH2:71]3)[CH2:66][CH2:65]2)[CH2:63][CH2:62]1. Product: [CH:61]1([N:64]2[CH2:69][CH2:68][N:67]([C:70]3([CH2:76][NH:77][C:78](=[O:85])[C:79]4[CH:80]=[CH:81][N:82]=[CH:83][CH:84]=4)[CH2:75][CH2:74][N:73]([C:25](=[O:27])[CH2:24][O:23][CH2:22][C@@H:14]4[CH2:15][C:16]5[C:21](=[CH:20][CH:19]=[CH:18][CH:17]=5)[N:13]4[S:10]([C:6]4[C:5]([CH3:28])=[CH:4][C:3]([O:2][CH3:1])=[CH:8][C:7]=4[CH3:9])(=[O:11])=[O:12])[CH2:72][CH2:71]3)[CH2:66][CH2:65]2)[CH2:62][CH2:63]1. The catalyst class is: 139. (7) Product: [NH3:3].[N:3]1[CH:2]=[CH:7][CH:6]=[C:5]([N:8]2[CH2:14][CH2:13][CH2:12][NH:11][CH2:10][CH2:9]2)[N:4]=1. Reactant: Cl[C:2]1[N:3]=[N:4][C:5]([N:8]2[CH2:14][CH2:13][CH2:12][NH:11][CH2:10][CH2:9]2)=[CH:6][CH:7]=1. The catalyst class is: 63.